This data is from Reaction yield outcomes from USPTO patents with 853,638 reactions. The task is: Predict the reaction yield, written as a fraction of the theoretical maximum amount of product (1.0 means a 100% yield; for example, 0.34 means a 34% yield). The reactants are [CH2:1]([O:8][N:9]1[C:15](=[O:16])[N:14]2[CH2:17][C@H:10]1[CH2:11][CH2:12][C@H:13]2[CH2:18][OH:19])[C:2]1[CH:7]=[CH:6][CH:5]=[CH:4][CH:3]=1.ClN1C(=O)N(Cl)C(=O)N(Cl)C1=O. The catalyst is C(Cl)Cl.CC1(C)N([O])C(C)(C)CCC1. The product is [CH2:1]([O:8][N:9]1[C:15](=[O:16])[N:14]2[CH2:17][C@H:10]1[CH2:11][CH2:12][C@H:13]2[CH:18]=[O:19])[C:2]1[CH:3]=[CH:4][CH:5]=[CH:6][CH:7]=1. The yield is 0.900.